Task: Predict the product of the given reaction.. Dataset: Forward reaction prediction with 1.9M reactions from USPTO patents (1976-2016) (1) Given the reactants [Br:1][C:2]1[CH:7]=[C:6]([CH2:8]C=C)[CH:5]=[CH:4][C:3]=1[O:11]C.C[N+]1([O-])[CH2:19][CH2:18][O:17][CH2:16]C1.[O-:21]S([O-])=O.[Na+].[Na+].C(OCC)(=O)C, predict the reaction product. The product is: [Br:1][C:2]1[CH:7]=[C:6]([CH2:5][CH:4]([OH:21])[CH2:3][OH:11])[CH:8]=[CH:19][C:18]=1[O:17][CH3:16]. (2) Given the reactants [Cl:1][C:2]1[CH:7]=[CH:6][N:5]=[C:4]([N:8]2[CH2:19][CH2:18][N:17]3[C:10](=[CH:11][C:12]4[CH2:13][C:14]([CH3:21])([CH3:20])[CH2:15][C:16]=43)[C:9]2=[O:22])[C:3]=1[CH:23]=[O:24].CO.[BH4-].[Na+], predict the reaction product. The product is: [Cl:1][C:2]1[CH:7]=[CH:6][N:5]=[C:4]([N:8]2[CH2:19][CH2:18][N:17]3[C:10](=[CH:11][C:12]4[CH2:13][C:14]([CH3:21])([CH3:20])[CH2:15][C:16]=43)[C:9]2=[O:22])[C:3]=1[CH2:23][OH:24].